The task is: Regression. Given two drug SMILES strings and cell line genomic features, predict the synergy score measuring deviation from expected non-interaction effect.. This data is from NCI-60 drug combinations with 297,098 pairs across 59 cell lines. (1) Drug 1: C1CCC(C1)C(CC#N)N2C=C(C=N2)C3=C4C=CNC4=NC=N3. Drug 2: C1C(C(OC1N2C=NC(=NC2=O)N)CO)O. Cell line: PC-3. Synergy scores: CSS=4.63, Synergy_ZIP=-1.55, Synergy_Bliss=-0.438, Synergy_Loewe=-4.11, Synergy_HSA=-1.99. (2) Drug 2: C1CCC(C(C1)N)N.C(=O)(C(=O)[O-])[O-].[Pt+4]. Cell line: HCC-2998. Drug 1: C1CN(CCN1C(=O)CCBr)C(=O)CCBr. Synergy scores: CSS=22.6, Synergy_ZIP=-9.33, Synergy_Bliss=-7.46, Synergy_Loewe=-2.35, Synergy_HSA=-1.72. (3) Cell line: UACC-257. Drug 1: CC1=CC=C(C=C1)C2=CC(=NN2C3=CC=C(C=C3)S(=O)(=O)N)C(F)(F)F. Synergy scores: CSS=-6.53, Synergy_ZIP=2.44, Synergy_Bliss=-0.590, Synergy_Loewe=-6.89, Synergy_HSA=-7.73. Drug 2: CC1CCC2CC(C(=CC=CC=CC(CC(C(=O)C(C(C(=CC(C(=O)CC(OC(=O)C3CCCCN3C(=O)C(=O)C1(O2)O)C(C)CC4CCC(C(C4)OC)OCCO)C)C)O)OC)C)C)C)OC. (4) Drug 1: CC1OCC2C(O1)C(C(C(O2)OC3C4COC(=O)C4C(C5=CC6=C(C=C35)OCO6)C7=CC(=C(C(=C7)OC)O)OC)O)O. Drug 2: CC(C)CN1C=NC2=C1C3=CC=CC=C3N=C2N. Cell line: MDA-MB-435. Synergy scores: CSS=12.7, Synergy_ZIP=-1.13, Synergy_Bliss=2.60, Synergy_Loewe=0.104, Synergy_HSA=-0.564. (5) Drug 1: CC12CCC(CC1=CCC3C2CCC4(C3CC=C4C5=CN=CC=C5)C)O. Drug 2: CC(CN1CC(=O)NC(=O)C1)N2CC(=O)NC(=O)C2. Cell line: PC-3. Synergy scores: CSS=19.6, Synergy_ZIP=-4.77, Synergy_Bliss=-2.56, Synergy_Loewe=-1.15, Synergy_HSA=-0.841. (6) Drug 1: CC(CN1CC(=O)NC(=O)C1)N2CC(=O)NC(=O)C2. Drug 2: C1=CN(C(=O)N=C1N)C2C(C(C(O2)CO)O)O.Cl. Cell line: NCIH23. Synergy scores: CSS=43.9, Synergy_ZIP=-1.51, Synergy_Bliss=1.15, Synergy_Loewe=-22.2, Synergy_HSA=4.25. (7) Drug 1: CC1C(C(CC(O1)OC2CC(OC(C2O)C)OC3=CC4=CC5=C(C(=O)C(C(C5)C(C(=O)C(C(C)O)O)OC)OC6CC(C(C(O6)C)O)OC7CC(C(C(O7)C)O)OC8CC(C(C(O8)C)O)(C)O)C(=C4C(=C3C)O)O)O)O. Drug 2: C1=NNC2=C1C(=O)NC=N2. Cell line: HS 578T. Synergy scores: CSS=34.4, Synergy_ZIP=1.18, Synergy_Bliss=0.0107, Synergy_Loewe=-41.2, Synergy_HSA=-1.18. (8) Drug 1: CC1C(C(CC(O1)OC2CC(CC3=C2C(=C4C(=C3O)C(=O)C5=C(C4=O)C(=CC=C5)OC)O)(C(=O)CO)O)N)O.Cl. Drug 2: C1C(C(OC1N2C=NC(=NC2=O)N)CO)O. Cell line: BT-549. Synergy scores: CSS=21.6, Synergy_ZIP=-4.59, Synergy_Bliss=0.409, Synergy_Loewe=6.17, Synergy_HSA=6.46. (9) Drug 1: CS(=O)(=O)C1=CC(=C(C=C1)C(=O)NC2=CC(=C(C=C2)Cl)C3=CC=CC=N3)Cl. Drug 2: CCC1=CC2CC(C3=C(CN(C2)C1)C4=CC=CC=C4N3)(C5=C(C=C6C(=C5)C78CCN9C7C(C=CC9)(C(C(C8N6C)(C(=O)OC)O)OC(=O)C)CC)OC)C(=O)OC.C(C(C(=O)O)O)(C(=O)O)O. Cell line: SNB-19. Synergy scores: CSS=62.7, Synergy_ZIP=25.6, Synergy_Bliss=25.9, Synergy_Loewe=4.09, Synergy_HSA=25.8. (10) Drug 1: CS(=O)(=O)C1=CC(=C(C=C1)C(=O)NC2=CC(=C(C=C2)Cl)C3=CC=CC=N3)Cl. Drug 2: C1=NNC2=C1C(=O)NC=N2. Cell line: HCC-2998. Synergy scores: CSS=10.9, Synergy_ZIP=-2.42, Synergy_Bliss=4.67, Synergy_Loewe=0.830, Synergy_HSA=2.25.